Dataset: Catalyst prediction with 721,799 reactions and 888 catalyst types from USPTO. Task: Predict which catalyst facilitates the given reaction. (1) Reactant: [F:1][C:2]1[CH:3]=[C:4]2[CH:10]=[CH:9][NH:8][C:5]2=[N:6][CH:7]=1.ClC1C=C(C=CC=1)C(OO)=[O:16]. Product: [F:1][C:2]1[CH:3]=[C:4]2[CH:10]=[CH:9][NH:8][C:5]2=[N+:6]([O-:16])[CH:7]=1. The catalyst class is: 28. (2) Reactant: [H-].[Al+3].[Li+].[H-].[H-].[H-].CON(C)[C:10](=[O:34])[C:11]1[CH:16]=[CH:15][C:14]([NH:17][C:18]2[NH:22][C:21](=[O:23])[N:20]([C:24]3[CH:29]=[CH:28][CH:27]=[C:26]([C:30]([F:33])([F:32])[F:31])[CH:25]=3)[N:19]=2)=[CH:13][CH:12]=1. Product: [O:23]=[C:21]1[N:20]([C:24]2[CH:29]=[CH:28][CH:27]=[C:26]([C:30]([F:32])([F:31])[F:33])[CH:25]=2)[N:19]=[C:18]([NH:17][C:14]2[CH:13]=[CH:12][C:11]([CH:10]=[O:34])=[CH:16][CH:15]=2)[NH:22]1. The catalyst class is: 7.